Dataset: Peptide-MHC class I binding affinity with 185,985 pairs from IEDB/IMGT. Task: Regression. Given a peptide amino acid sequence and an MHC pseudo amino acid sequence, predict their binding affinity value. This is MHC class I binding data. (1) The peptide sequence is MSDIFHALV. The MHC is HLA-A30:01 with pseudo-sequence HLA-A30:01. The binding affinity (normalized) is 0.205. (2) The peptide sequence is CRLIRGKM. The MHC is Mamu-B03 with pseudo-sequence Mamu-B03. The binding affinity (normalized) is 0.131.